From a dataset of Full USPTO retrosynthesis dataset with 1.9M reactions from patents (1976-2016). Predict the reactants needed to synthesize the given product. (1) The reactants are: [Cl:1][C:2]1[CH:3]=[C:4]([C:10]2[N:11]=[C:12]3[C:17](=[CH:18][CH:19]=2)[N:16]=[CH:15][C:14]([C:20]([CH:22]2[CH2:24][CH2:23]2)=[O:21])=[C:13]3[NH:25][C:26]2[CH:27]=[CH:28][C:29]([N:32]3[CH2:37][CH2:36][CH2:35][C@H:34]([NH:38]C(=O)OC(C)(C)C)[CH2:33]3)=[N:30][CH:31]=2)[CH:5]=[C:6]([F:9])[C:7]=1[OH:8].C(O)(C(F)(F)F)=O. Given the product [NH2:38][C@H:34]1[CH2:35][CH2:36][CH2:37][N:32]([C:29]2[N:30]=[CH:31][C:26]([NH:25][C:13]3[C:12]4[C:17](=[CH:18][CH:19]=[C:10]([C:4]5[CH:5]=[C:6]([F:9])[C:7]([OH:8])=[C:2]([Cl:1])[CH:3]=5)[N:11]=4)[N:16]=[CH:15][C:14]=3[C:20]([CH:22]3[CH2:24][CH2:23]3)=[O:21])=[CH:27][CH:28]=2)[CH2:33]1, predict the reactants needed to synthesize it. (2) Given the product [Cl:10][C:11]1[N:12]=[C:13]([C:18]2[CH:23]=[CH:22][CH:21]=[CH:20][CH:19]=2)[N:14]=[C:15]([NH:9][C:6]2[NH:7][N:8]=[C:4]([CH:1]3[CH2:3][CH2:2]3)[CH:5]=2)[N:16]=1, predict the reactants needed to synthesize it. The reactants are: [CH:1]1([C:4]2[CH:5]=[C:6]([NH2:9])[NH:7][N:8]=2)[CH2:3][CH2:2]1.[Cl:10][C:11]1[N:16]=[C:15](Cl)[N:14]=[C:13]([C:18]2[CH:23]=[CH:22][CH:21]=[CH:20][CH:19]=2)[N:12]=1.C(N(C(C)C)CC)(C)C. (3) Given the product [Br:1][C:2]1[CH:3]=[C:4]([CH3:8])[N:5]=[C:6]([CH2:9][OH:10])[CH:7]=1, predict the reactants needed to synthesize it. The reactants are: [Br:1][C:2]1[CH:7]=[CH:6][N:5]=[C:4]([CH3:8])[CH:3]=1.[CH3:9][OH:10]. (4) Given the product [CH3:1][O:2][C:3]([C@H:4]([NH:5][CH2:12][CH2:11][CH2:17][S:14]([OH:16])(=[O:15])=[O:13])[CH2:6][CH:7]([CH3:9])[CH3:8])=[O:10], predict the reactants needed to synthesize it. The reactants are: [CH3:1][O:2][C:3](=[O:10])[C@@H:4]([CH2:6][CH:7]([CH3:9])[CH3:8])[NH2:5].[CH2:11]1[CH2:17][S:14](=[O:16])(=[O:15])[O:13][CH2:12]1. (5) Given the product [Cl:18][C:19]1[CH:20]=[C:21]([NH:30][C:13](=[O:15])[CH2:12][N:5]2[C:6]3[CH2:7][CH2:8][CH2:9][CH2:10][C:11]=3[C:3]([C:2]([F:1])([F:17])[F:16])=[N:4]2)[C:22]2[O:26][C:25]([CH3:28])([CH3:27])[CH2:24][C:23]=2[CH:29]=1, predict the reactants needed to synthesize it. The reactants are: [F:1][C:2]([F:17])([F:16])[C:3]1[C:11]2[CH2:10][CH2:9][CH2:8][CH2:7][C:6]=2[N:5]([CH2:12][C:13]([OH:15])=O)[N:4]=1.[Cl:18][C:19]1[CH:20]=[C:21]([NH2:30])[C:22]2[O:26][C:25]([CH3:28])([CH3:27])[CH2:24][C:23]=2[CH:29]=1.CCN=C=NCCCN(C)C.C1C=CC2N(O)N=NC=2C=1.C(N(CC)CC)C. (6) The reactants are: C([O-])([O-])=O.[K+].[K+].Cl[C:8]1[C:13](=[O:14])[N:12]([CH3:15])[CH:11]=[C:10]2[CH2:16][N:17]([CH2:20][CH2:21][C:22]3[N:30]=[C:25]4[CH:26]=[CH:27][CH:28]=[CH:29][N:24]4[N:23]=3)[C:18](=[O:19])[C:9]=12.[N:31]1[CH:36]=[CH:35][CH:34]=[C:33](B(O)O)[CH:32]=1.O. Given the product [CH3:15][N:12]1[C:13](=[O:14])[C:8]([C:33]2[CH:32]=[N:31][CH:36]=[CH:35][CH:34]=2)=[C:9]2[C:18](=[O:19])[N:17]([CH2:20][CH2:21][C:22]3[N:30]=[C:25]4[CH:26]=[CH:27][CH:28]=[CH:29][N:24]4[N:23]=3)[CH2:16][C:10]2=[CH:11]1, predict the reactants needed to synthesize it.